Predict the reaction yield, written as a fraction of the theoretical maximum amount of product (1.0 means a 100% yield; for example, 0.34 means a 34% yield). From a dataset of Reaction yield outcomes from USPTO patents with 853,638 reactions. (1) The reactants are CO[C:3]([CH2:5][CH2:6][C@H:7]([NH2:11])[C:8]([OH:10])=[O:9])=[O:4].C(CC(=O)C)(=O)C.[CH2:19]([N:23](CCCC)CCCC)[CH2:20]CC.C(N)C. The catalyst is CO. The product is [NH2:11][C@H:7]([C:8]([OH:10])=[O:9])[CH2:6][CH2:5][C:3]([NH:23][CH2:19][CH3:20])=[O:4]. The yield is 0.667. (2) The reactants are [C:1]([O:5][C:6]([N:8]1[CH:13]2[CH2:14][CH2:15][CH:9]1[CH2:10][C:11](=[O:16])[CH2:12]2)=[O:7])([CH3:4])([CH3:3])[CH3:2].[Li+].C[Si]([N-][Si](C)(C)C)(C)C.C1C=CC(N([S:34]([C:37]([F:40])([F:39])[F:38])(=[O:36])=[O:35])[S:34]([C:37]([F:40])([F:39])[F:38])(=[O:36])=[O:35])=CC=1. The catalyst is C1COCC1. The product is [C:1]([O:5][C:6]([N:8]1[CH:13]2[CH2:14][CH2:15][CH:9]1[CH:10]=[C:11]([O:16][S:34]([C:37]([F:40])([F:39])[F:38])(=[O:36])=[O:35])[CH2:12]2)=[O:7])([CH3:4])([CH3:2])[CH3:3]. The yield is 0.250. (3) The reactants are O.[NH2:2][C@H:3]([C:14]([OH:16])=[O:15])[CH2:4][C:5]1[C:13]2[C:8](=[CH:9][CH:10]=[CH:11][CH:12]=2)[NH:7][CH:6]=1.C(=O)([O-])O.[Na+].[C:22]([C:24]1[CH:25]=[C:26]([CH:30]=[CH:31][C:32](ON2C(=O)CCC2=O)=[O:33])[CH:27]=[CH:28][CH:29]=1)#[N:23]. The catalyst is O1CCOCC1. The product is [C:22]([C:24]1[CH:25]=[C:26]([CH:30]=[CH:31][C:32]([NH:2][C@H:3]([C:14]([OH:16])=[O:15])[CH2:4][C:5]2[C:13]3[C:8](=[CH:9][CH:10]=[CH:11][CH:12]=3)[NH:7][CH:6]=2)=[O:33])[CH:27]=[CH:28][CH:29]=1)#[N:23]. The yield is 0.870. (4) The reactants are COC(=O)C(NC1C=C([Cl:16])C=C(Cl)C=1OCC1C=CC=CC=1)=CC([O-])=O.C[O:28][C:29]([C:31]1[CH:40]=[C:39]([O:41]CC2C=CC=CC=2)[C:38]2[C:33](=[C:34]([N:49]([C:51]3[CH:56]=[CH:55][CH:54]=[CH:53][CH:52]=3)[CH3:50])[CH:35]=[CH:36][CH:37]=2)[N:32]=1)=[O:30]. No catalyst specified. The product is [ClH:16].[C:51]1([N:49]([CH3:50])[C:34]2[CH:35]=[CH:36][CH:37]=[C:38]3[C:33]=2[N:32]=[C:31]([C:29]([OH:30])=[O:28])[CH:40]=[C:39]3[OH:41])[CH:52]=[CH:53][CH:54]=[CH:55][CH:56]=1. The yield is 0.950.